Task: Predict the reaction yield, written as a fraction of the theoretical maximum amount of product (1.0 means a 100% yield; for example, 0.34 means a 34% yield).. Dataset: Reaction yield outcomes from USPTO patents with 853,638 reactions (1) The reactants are C[C:2]1[CH:9]=[CH:8][C:5]([C:6]#[N:7])=[C:4]([O:10][CH3:11])[C:3]=1[N+:12]([O-])=O.[Cl-].[NH4+].CO. The catalyst is [Zn].C1COCC1. The product is [NH2:12][C:3]1[C:4]([O:10][CH3:11])=[C:5]([CH:8]=[CH:9][CH:2]=1)[C:6]#[N:7]. The yield is 0.880. (2) The product is [F:7][C:8]([F:29])([C:13]([C:14]1[CH:15]=[CH:16][C:17]([O:20][CH2:21][CH2:22][CH2:23][C:24]([F:25])([F:27])[F:26])=[CH:18][CH:19]=1)=[O:28])[C:9]([N:1]1[CH2:6][CH2:5][CH2:4][CH2:3][CH2:2]1)=[O:10]. The yield is 0.810. The reactants are [NH:1]1[CH2:6][CH2:5][CH2:4][CH2:3][CH2:2]1.[F:7][C:8]([F:29])([C:13](=[O:28])[C:14]1[CH:19]=[CH:18][C:17]([O:20][CH2:21][CH2:22][CH2:23][C:24]([F:27])([F:26])[F:25])=[CH:16][CH:15]=1)[C:9](OC)=[O:10]. The catalyst is C(Cl)Cl. (3) The reactants are [N:1]1[C:10]2[C:5](=[CH:6][CH:7]=[CH:8][CH:9]=2)[CH:4]=[CH:3][C:2]=1[CH2:11][O:12][C:13]1[CH:18]=[CH:17][C:16]([CH2:19][CH2:20][N:21]2[CH2:26][CH2:25][C:24](=[C:27]3[C:33]4[CH:34]=[CH:35][CH:36]=[CH:37][C:32]=4[CH2:31][CH2:30][N:29]4[C:38]([C:41]([OH:43])=[O:42])=[CH:39][N:40]=[C:28]34)[CH2:23][CH2:22]2)=[CH:15][CH:14]=1.Cl.CN(C)CCCN=C=NCC.[C:56]1([CH2:62]O)[CH:61]=[CH:60][CH:59]=[CH:58][CH:57]=1. The catalyst is CN(C)C1C=CN=CC=1.C(Cl)Cl. The product is [N:1]1[C:10]2[C:5](=[CH:6][CH:7]=[CH:8][CH:9]=2)[CH:4]=[CH:3][C:2]=1[CH2:11][O:12][C:13]1[CH:18]=[CH:17][C:16]([CH2:19][CH2:20][N:21]2[CH2:22][CH2:23][C:24](=[C:27]3[C:33]4[CH:34]=[CH:35][CH:36]=[CH:37][C:32]=4[CH2:31][CH2:30][N:29]4[C:38]([C:41]([O:43][CH2:62][C:56]5[CH:61]=[CH:60][CH:59]=[CH:58][CH:57]=5)=[O:42])=[CH:39][N:40]=[C:28]34)[CH2:25][CH2:26]2)=[CH:15][CH:14]=1. The yield is 0.620. (4) The reactants are [CH3:1][N:2]([CH3:19])[C@@H:3]1[CH2:7][CH2:6][N:5]([CH2:8][C:9]2[CH:18]=[CH:17][C:12]([C:13]([O:15]C)=[O:14])=[CH:11][CH:10]=2)[CH2:4]1. The catalyst is Cl. The product is [CH3:1][N:2]([CH3:19])[C@@H:3]1[CH2:7][CH2:6][N:5]([CH2:8][C:9]2[CH:18]=[CH:17][C:12]([C:13]([OH:15])=[O:14])=[CH:11][CH:10]=2)[CH2:4]1. The yield is 0.970. (5) The reactants are [CH3:1][NH:2][CH2:3][C:4]1[CH:5]=[CH:6][CH:7]=[C:8]2[C:12]=1[N:11]([CH3:13])[CH:10]=[CH:9]2.Cl.Cl.[CH3:16][N:17]1[CH2:23][C:22]2[CH:24]=[C:25](/[CH:28]=[CH:29]/[C:30](O)=[O:31])[CH:26]=[N:27][C:21]=2[NH:20][C:19](=[O:33])[CH2:18]1.C1C=CC2N(O)N=NC=2C=1.C(N(C(C)C)CC)(C)C.CCN=C=NCCCN(C)C.Cl. The catalyst is CN(C=O)C.O. The product is [CH3:1][N:2]([CH2:3][C:4]1[CH:5]=[CH:6][CH:7]=[C:8]2[C:12]=1[N:11]([CH3:13])[CH:10]=[CH:9]2)[C:30](=[O:31])/[CH:29]=[CH:28]/[C:25]1[CH:26]=[N:27][C:21]2[NH:20][C:19](=[O:33])[CH2:18][N:17]([CH3:16])[CH2:23][C:22]=2[CH:24]=1. The yield is 0.500. (6) The yield is 0.890. The catalyst is C(Cl)Cl. The reactants are [CH:1]12[CH2:10][CH:5]3[CH2:6][CH:7]([CH2:9][CH:3]([CH2:4]3)[CH:2]1[NH2:11])[CH2:8]2.C1N=CN([C:17](N2C=NC=C2)=[O:18])C=1.CCN(C(C)C)C(C)C.[N:33]1([C:42]([O:44][C:45]([CH3:48])([CH3:47])[CH3:46])=[O:43])[C:37]2([CH2:41][CH2:40][NH:39][CH2:38]2)[CH2:36][CH2:35][CH2:34]1. The product is [CH:1]12[CH2:10][CH:5]3[CH2:6][CH:7]([CH2:9][CH:3]([CH2:4]3)[CH:2]1[NH:11][C:17]([N:39]1[CH2:40][CH2:41][C:37]3([N:33]([C:42]([O:44][C:45]([CH3:48])([CH3:47])[CH3:46])=[O:43])[CH2:34][CH2:35][CH2:36]3)[CH2:38]1)=[O:18])[CH2:8]2. (7) The reactants are [C:1]([O:5][C:6]([N:8]1[CH2:12][C@H:11]([C@H:13]([OH:16])CO)[C@@H:10]([OH:17])[CH2:9]1)=[O:7])([CH3:4])([CH3:3])[CH3:2].I([O-])(=O)(=O)=O.[Na+].[BH4-].[Na+]. The catalyst is C(O)C.O. The product is [C:1]([O:5][C:6]([N:8]1[CH2:12][C@H:11]([CH2:13][OH:16])[C@@H:10]([OH:17])[CH2:9]1)=[O:7])([CH3:4])([CH3:2])[CH3:3]. The yield is 0.920. (8) The reactants are Cl[C:2]1[N:7]2[N:8]=[C:9]([CH3:11])[CH:10]=[C:6]2[N:5]=[C:4]([NH:12][C:13](=[O:24])[C:14]2[CH:19]=[CH:18][C:17]([C:20]([OH:23])([CH3:22])[CH3:21])=[CH:16][CH:15]=2)[CH:3]=1.[CH3:25][N:26]1[CH2:31][CH2:30][O:29][C:28]2[CH:32]=[C:33](B(O)O)[CH:34]=[CH:35][C:27]1=2.O1CCOCC1. The catalyst is CO.C1(P(C2C=CC=CC=2)[C-]2C=CC=C2)C=CC=CC=1.[C-]1(P(C2C=CC=CC=2)C2C=CC=CC=2)C=CC=C1.[Fe+2].Cl[Pd]Cl. The product is [OH:23][C:20]([C:17]1[CH:18]=[CH:19][C:14]([C:13]([NH:12][C:4]2[CH:3]=[C:2]([C:33]3[CH:34]=[CH:35][C:27]4[N:26]([CH3:25])[CH2:31][CH2:30][O:29][C:28]=4[CH:32]=3)[N:7]3[N:8]=[C:9]([CH3:11])[CH:10]=[C:6]3[N:5]=2)=[O:24])=[CH:15][CH:16]=1)([CH3:22])[CH3:21]. The yield is 0.590. (9) The reactants are [CH3:1][C:2]1[S:6][C:5]([C:7]([OH:9])=O)=[CH:4][C:3]=1[C:10]1[N:14]([CH3:15])[N:13]=[CH:12][CH:11]=1.[NH2:16][C@@H:17]([CH2:30][C:31]1[CH:36]=[C:35]([F:37])[CH:34]=[CH:33][C:32]=1[F:38])[CH2:18][N:19]1[C:27](=[O:28])[C:26]2[C:21](=[CH:22][CH:23]=[CH:24][CH:25]=2)[C:20]1=[O:29].FC1C=CC=C(F)C=1C[C@@H](C(O)=O)N.C1CN([P+](Br)(N2CCCC2)N2CCCC2)CC1.F[P-](F)(F)(F)(F)F.CCN(C(C)C)C(C)C. The catalyst is C(Cl)(Cl)Cl. The product is [F:38][C:32]1[CH:33]=[CH:34][C:35]([F:37])=[CH:36][C:31]=1[CH2:30][C@H:17]([NH:16][C:7]([C:5]1[S:6][C:2]([CH3:1])=[C:3]([C:10]2[N:14]([CH3:15])[N:13]=[CH:12][CH:11]=2)[CH:4]=1)=[O:9])[CH2:18][N:19]1[C:27](=[O:28])[C:26]2[C:21](=[CH:22][CH:23]=[CH:24][CH:25]=2)[C:20]1=[O:29]. The yield is 0.520. (10) The reactants are [C:1](Cl)([O:3][CH2:4][CH:5]1[C:17]2[C:12](=[CH:13][CH:14]=[CH:15][CH:16]=2)[C:11]2[C:6]1=[CH:7][CH:8]=[CH:9][CH:10]=2)=[O:2].Cl.[C:20]1([S:26]([N:29]2[C:33]3=[N:34][CH:35]=[C:36]([N+:45]([O-:47])=[O:46])[C:37]([NH:38][CH:39]4[CH2:44][CH2:43][CH2:42][NH:41][CH2:40]4)=[C:32]3[CH:31]=[CH:30]2)(=[O:28])=[O:27])[CH:25]=[CH:24][CH:23]=[CH:22][CH:21]=1.C(N(C(C)C)CC)(C)C. The catalyst is C(Cl)Cl. The product is [CH:16]1[C:17]2[CH:5]([CH2:4][O:3][C:1]([N:41]3[CH2:42][CH2:43][CH2:44][CH:39]([NH:38][C:37]4[C:36]([N+:45]([O-:47])=[O:46])=[CH:35][N:34]=[C:33]5[N:29]([S:26]([C:20]6[CH:25]=[CH:24][CH:23]=[CH:22][CH:21]=6)(=[O:28])=[O:27])[CH:30]=[CH:31][C:32]=45)[CH2:40]3)=[O:2])[C:6]3[C:11](=[CH:10][CH:9]=[CH:8][CH:7]=3)[C:12]=2[CH:13]=[CH:14][CH:15]=1. The yield is 0.930.